This data is from Full USPTO retrosynthesis dataset with 1.9M reactions from patents (1976-2016). The task is: Predict the reactants needed to synthesize the given product. (1) Given the product [NH2:16][C:11]1[CH:12]=[CH:13][CH:14]=[C:15]2[C:10]=1[C:9](=[O:19])[C:8]1([NH:20][C:21](=[O:28])[C:22]3[CH:27]=[CH:26][CH:25]=[N:24][CH:23]=3)[C:7]3[CH:29]=[C:30]([CH3:34])[C:31]([CH3:33])=[CH:32][C:6]=3[O:5][C:4]12[OH:3], predict the reactants needed to synthesize it. The reactants are: Cl.O.[OH:3][C:4]12[C:15]3[C:10](=[C:11]([N+:16]([O-])=O)[CH:12]=[CH:13][CH:14]=3)[C:9](=[O:19])[C:8]1([NH:20][C:21](=[O:28])[C:22]1[CH:27]=[CH:26][CH:25]=[N:24][CH:23]=1)[C:7]1[CH:29]=[C:30]([CH3:34])[C:31]([CH3:33])=[CH:32][C:6]=1[O:5]2. (2) Given the product [C:1]([O:5][C@@H:6]([C:11]1[C:16]([CH3:17])=[CH:15][N:14]2[N:18]=[C:19]([C:21]3[O:33][C:24]([CH2:25][C:26]4[CH:31]=[CH:30][C:29]([F:32])=[CH:28][CH:27]=4)=[CH:23][N:22]=3)[CH:20]=[C:13]2[C:12]=1[N:35]1[CH2:40][CH2:39][C:38]([CH3:41])([CH3:42])[CH2:37][CH2:36]1)[C:7]([OH:9])=[O:8])([CH3:3])([CH3:2])[CH3:4], predict the reactants needed to synthesize it. The reactants are: [C:1]([O:5][C@@H:6]([C:11]1[C:16]([CH3:17])=[CH:15][N:14]2[N:18]=[C:19]([C:21](=O)[NH:22][CH2:23][C:24](=[O:33])[CH2:25][C:26]3[CH:31]=[CH:30][C:29]([F:32])=[CH:28][CH:27]=3)[CH:20]=[C:13]2[C:12]=1[N:35]1[CH2:40][CH2:39][C:38]([CH3:42])([CH3:41])[CH2:37][CH2:36]1)[C:7]([O:9]C)=[O:8])([CH3:4])([CH3:3])[CH3:2].CC[N+](S(N=C(OC)[O-])(=O)=O)(CC)CC. (3) Given the product [Br:1][C:2]1[CH:3]=[CH:4][C:5]([NH:8][C:9](=[O:16])[CH2:10][C:11]([OH:13])=[O:12])=[CH:6][CH:7]=1, predict the reactants needed to synthesize it. The reactants are: [Br:1][C:2]1[CH:7]=[CH:6][C:5]([NH:8][C:9](=[O:16])[CH2:10][C:11]([O:13]CC)=[O:12])=[CH:4][CH:3]=1.[OH-].[Na+].C(OCC)(=O)C. (4) Given the product [Cl:67][C:68]1[CH:74]=[CH:73][C:71]([NH:72][C:19](=[O:21])[CH:18]([N:15]2[CH2:14][CH2:13][N:12]([C:5]3[C:4]4[C:9](=[CH:10][CH:11]=[C:2]([F:1])[CH:3]=4)[N:8]=[CH:7][CH:6]=3)[CH2:17][CH2:16]2)[CH2:22][CH2:23][CH3:24])=[CH:70][CH:69]=1, predict the reactants needed to synthesize it. The reactants are: [F:1][C:2]1[CH:3]=[C:4]2[C:9](=[CH:10][CH:11]=1)[N:8]=[CH:7][CH:6]=[C:5]2[N:12]1[CH2:17][CH2:16][N:15]([CH:18]([CH2:22][CH2:23][CH3:24])[C:19]([OH:21])=O)[CH2:14][CH2:13]1.C1CN([P+](ON2N=NC3C=CC=CC2=3)(N2CCCC2)N2CCCC2)CC1.F[P-](F)(F)(F)(F)F.CCN(C(C)C)C(C)C.[Cl:67][C:68]1[CH:74]=[CH:73][C:71]([NH2:72])=[CH:70][CH:69]=1. (5) Given the product [CH2:25]([N:29]1[C:30]([CH3:35])([CH3:34])[C:31](=[O:32])[N:33]=[C:21]1[C:10]1[C:9]([CH3:24])=[C:8]([C:5]2[CH:4]=[CH:3][C:2]([Cl:1])=[CH:7][CH:6]=2)[N:12]([C:13]2[CH:18]=[CH:17][C:16]([Cl:19])=[CH:15][C:14]=2[Cl:20])[N:11]=1)[CH2:26][CH2:27][CH3:28], predict the reactants needed to synthesize it. The reactants are: [Cl:1][C:2]1[CH:7]=[CH:6][C:5]([C:8]2[N:12]([C:13]3[CH:18]=[CH:17][C:16]([Cl:19])=[CH:15][C:14]=3[Cl:20])[N:11]=[C:10]([C:21](O)=O)[C:9]=2[CH3:24])=[CH:4][CH:3]=1.[CH2:25]([NH:29][C:30]([CH3:35])([CH3:34])[C:31]([NH2:33])=[O:32])[CH2:26][CH2:27][CH3:28]. (6) Given the product [CH3:18][O:17][C:16]1[CH:15]=[CH:14][CH:13]=[C:12]([O:19][CH3:20])[C:11]=1[CH:2]1[N:1]([CH2:29][C:28]2[CH:31]=[CH:32][C:25]([O:24][CH:21]([CH3:23])[CH3:22])=[CH:26][CH:27]=2)[C:5](=[O:7])[CH:4]([CH3:10])[CH2:3]1, predict the reactants needed to synthesize it. The reactants are: [NH2:1][CH:2]([C:11]1[C:16]([O:17][CH3:18])=[CH:15][CH:14]=[CH:13][C:12]=1[O:19][CH3:20])[CH2:3][CH:4]([CH3:10])[C:5]([O:7]CC)=O.[CH:21]([O:24][C:25]1[CH:32]=[CH:31][C:28]([CH:29]=O)=[CH:27][CH:26]=1)([CH3:23])[CH3:22]. (7) Given the product [CH2:46]([N:53]1[CH:57]=[C:56]([C:58]2[C:66]3[C:61](=[N:62][CH:63]=[C:64]([C:67]4[CH:68]=[CH:69][C:70]([N:73]5[CH2:74][CH2:75][N:76]([CH2:79][C@@H:80]([OH:82])[CH3:81])[CH2:77][CH2:78]5)=[CH:71][CH:72]=4)[CH:65]=3)[NH:60][CH:59]=2)[CH:55]=[N:54]1)[C:47]1[CH:52]=[CH:51][CH:50]=[CH:49][CH:48]=1, predict the reactants needed to synthesize it. The reactants are: Cl.FC1C=C(C=CC=1)CN1C=C(C2C3C(=NC=C(C4C=CC(C5CCNCC5)=CC=4)C=3)N(S(C3C=CC(C)=CC=3)(=O)=O)C=2)C=N1.[CH2:46]([N:53]1[CH:57]=[C:56]([C:58]2[C:66]3[C:61](=[N:62][CH:63]=[C:64]([C:67]4[CH:72]=[CH:71][C:70]([N:73]5[CH2:78][CH2:77][N:76]([CH2:79][C@@H:80]([OH:82])[CH3:81])[CH2:75][CH2:74]5)=[CH:69][CH:68]=4)[CH:65]=3)[N:60](S(C3C=CC(C)=CC=3)(=O)=O)[CH:59]=2)[CH:55]=[N:54]1)[C:47]1[CH:52]=[CH:51][CH:50]=[CH:49][CH:48]=1.[OH-].[Li+]. (8) The reactants are: [CH3:1][N:2]1[C:6]([CH:7]=[O:8])=[CH:5][N:4]=[N:3]1.[OH-].[Na+].[Mn]([O-])(=O)(=O)=[O:12].[K+]. Given the product [CH3:1][N:2]1[C:6]([C:7]([OH:12])=[O:8])=[CH:5][N:4]=[N:3]1, predict the reactants needed to synthesize it. (9) Given the product [ClH:27].[CH:11]1[C:12]2[C:17](=[CH:16][CH:15]=[CH:14][CH:13]=2)[CH:18]=[CH:19][C:10]=1[C:5]1[CH2:6][CH:7]2[NH:2][CH:3]([CH2:9][CH2:8]2)[CH:4]=1, predict the reactants needed to synthesize it. The reactants are: C[N:2]1[CH:7]2[CH2:8][CH2:9][CH:3]1[CH:4]=[C:5]([C:10]1[CH:19]=[CH:18][C:17]3[C:12](=[CH:13][CH:14]=[CH:15][CH:16]=3)[CH:11]=1)[CH2:6]2.C1(C)C=CC=CC=1.[Cl:27]C(Cl)(Cl)COC(Cl)=O.N.